This data is from Reaction yield outcomes from USPTO patents with 853,638 reactions. The task is: Predict the reaction yield, written as a fraction of the theoretical maximum amount of product (1.0 means a 100% yield; for example, 0.34 means a 34% yield). (1) The reactants are [N+:1]([C:4]1[CH:32]=[CH:31][C:7]([CH2:8][N:9]2[CH:13]=[C:12]([C:14]3[CH:19]=[CH:18][C:17]([Cl:20])=[CH:16][C:15]=3[Cl:21])[N:11]=[C:10]2/[CH:22]=[CH:23]/[C:24]2[CH:29]=[CH:28][C:27]([OH:30])=[CH:26][CH:25]=2)=[CH:6][CH:5]=1)([O-:3])=[O:2].[F:33][C:34]([F:45])([F:44])[C:35]1[CH:40]=[CH:39][C:38](B(O)O)=[CH:37][CH:36]=1. No catalyst specified. The product is [F:33][C:34]([F:45])([F:44])[C:35]1[CH:40]=[CH:39][C:38]([O:30][C:27]2[CH:28]=[CH:29][C:24](/[CH:23]=[CH:22]/[C:10]3[N:9]([CH2:8][C:7]4[CH:6]=[CH:5][C:4]([N+:1]([O-:3])=[O:2])=[CH:32][CH:31]=4)[CH:13]=[C:12]([C:14]4[CH:19]=[CH:18][C:17]([Cl:20])=[CH:16][C:15]=4[Cl:21])[N:11]=3)=[CH:25][CH:26]=2)=[CH:37][CH:36]=1. The yield is 0.640. (2) The reactants are [F:1][C:2]1([F:16])[O:7][C:6]2[CH:8]=[C:9]([F:13])[C:10]([NH2:12])=[CH:11][C:5]=2[O:4][C:3]1([F:15])[F:14].[N:17]([O-])=O.[Na+].[CH3:21][O:22][CH2:23][C:24](=[O:30])[CH2:25][C:26]([O:28][CH3:29])=[O:27].CC([O-])=O.[Na+]. The catalyst is Cl.O.CCO. The product is [CH3:21][O:22][CH2:23][C:24](=[O:30])[C:25](=[N:17][NH:12][C:10]1[C:9]([F:13])=[CH:8][C:6]2[O:7][C:2]([F:1])([F:16])[C:3]([F:15])([F:14])[O:4][C:5]=2[CH:11]=1)[C:26]([O:28][CH3:29])=[O:27]. The yield is 0.850. (3) The reactants are [Cl:1][C:2]1[CH:3]=[C:4]([N:9]2[C:13](=[O:14])[CH2:12][C:11]([CH:15]([CH3:17])[CH3:16])=[N:10]2)[CH:5]=[C:6]([Cl:8])[CH:7]=1.[OH:18][C:19]1[C:26]([OH:27])=[CH:25][CH:24]=[CH:23][C:20]=1[CH:21]=O.C([O-])(=O)C.[NH4+]. The catalyst is C(O)C. The product is [OH:18][C:19]1[C:26]([OH:27])=[CH:25][CH:24]=[CH:23][C:20]=1[CH:21]=[C:12]1[C:13](=[O:14])[N:9]([C:4]2[CH:5]=[C:6]([Cl:8])[CH:7]=[C:2]([Cl:1])[CH:3]=2)[N:10]=[C:11]1[CH:15]([CH3:17])[CH3:16]. The yield is 0.322. (4) The reactants are Cl[C:2]1[C:11]2[CH:10]=[CH:9][CH:8]=[CH:7][C:6]=2[N:5]=[C:4]2[CH2:12][CH2:13][CH2:14][C:3]=12.[NH2:15][C:16]1[CH:25]=[CH:24][C:19]([C:20]([O:22][CH3:23])=[O:21])=[CH:18][CH:17]=1.C1(O)C=CC=CC=1.[I-].[Na+]. The catalyst is C(=O)([O-])[O-].[Na+].[Na+]. The product is [CH3:23][O:22][C:20]([C:19]1[CH:24]=[CH:25][C:16]([NH:15][C:2]2[C:11]3[CH:10]=[CH:9][CH:8]=[CH:7][C:6]=3[N:5]=[C:4]3[CH2:12][CH2:13][CH2:14][C:3]=23)=[CH:17][CH:18]=1)=[O:21]. The yield is 0.0600. (5) The reactants are [Cl:1][C:2]1[C:3]([CH2:12][N:13]2[C:17](/[CH:18]=[CH:19]/[C:20]([O:22]C)=[O:21])=[CH:16][C:15]([O:24][CH:25]([CH3:27])[CH3:26])=[N:14]2)=[N:4][CH:5]=[C:6]([C:8]([F:11])([F:10])[F:9])[CH:7]=1.[OH-].[Na+].O1CCCC1.Cl. The catalyst is C(O)C. The product is [Cl:1][C:2]1[C:3]([CH2:12][N:13]2[C:17](/[CH:18]=[CH:19]/[C:20]([OH:22])=[O:21])=[CH:16][C:15]([O:24][CH:25]([CH3:27])[CH3:26])=[N:14]2)=[N:4][CH:5]=[C:6]([C:8]([F:9])([F:10])[F:11])[CH:7]=1. The yield is 0.770.